From a dataset of Full USPTO retrosynthesis dataset with 1.9M reactions from patents (1976-2016). Predict the reactants needed to synthesize the given product. Given the product [CH:1]1([C:4]2[CH:5]=[C:6]([N:11]3[C:15]([CH3:16])=[C:14]([C:17]([OH:19])=[O:18])[CH:13]=[N:12]3)[CH:7]=[N:8][CH:9]=2)[CH2:2][CH2:3]1, predict the reactants needed to synthesize it. The reactants are: [CH:1]1([C:4]2[CH:5]=[C:6]([N:11]3[C:15]([CH3:16])=[C:14]([C:17]([OH:19])=[O:18])[CH:13]=[N:12]3)[C:7](Cl)=[N:8][CH:9]=2)[CH2:3][CH2:2]1.